From a dataset of Catalyst prediction with 721,799 reactions and 888 catalyst types from USPTO. Predict which catalyst facilitates the given reaction. (1) Reactant: Cl.[CH3:2][O:3][C:4]1[CH:5]=[C:6]([C@H:10]([NH2:13])[CH2:11][CH3:12])[CH:7]=[CH:8][CH:9]=1.[I:14][C:15]1[C:23]2[C:18](=[CH:19][CH:20]=[C:21]([C:24](O)=[O:25])[CH:22]=2)[NH:17][N:16]=1.CN(C(ON1N=NC2C=CC=CC1=2)=[N+](C)C)C.[B-](F)(F)(F)F.CCN(C(C)C)C(C)C. Product: [I:14][C:15]1[C:23]2[C:18](=[CH:19][CH:20]=[C:21]([C:24]([NH:13][C@@H:10]([C:6]3[CH:7]=[CH:8][CH:9]=[C:4]([O:3][CH3:2])[CH:5]=3)[CH2:11][CH3:12])=[O:25])[CH:22]=2)[NH:17][N:16]=1. The catalyst class is: 3. (2) Reactant: [Cl:1][C:2]([O:4][C:5](Cl)(Cl)Cl)=[O:3].[N:9]12[CH2:16]C[CH:12]([CH2:13][CH2:14]1)[C@@H:11](O)[CH2:10]2. Product: [ClH:1].[Cl:1][C:2]([O:4][C@@H:5]1[CH:12]2[CH2:13][CH2:14][N:9]([CH2:10][CH2:11]2)[CH2:16]1)=[O:3]. The catalyst class is: 4. (3) The catalyst class is: 3. Reactant: [Cl:1][C:2]1[CH:3]=[C:4]2[C:14](=[CH:15][CH:16]=1)[C:8]1([CH2:13][CH2:12][O:11][CH2:10][CH2:9]1)[C:7]([OH:17])=[C:6]([C:18](=[O:23])[CH2:19][CH2:20][CH:21]=[O:22])[C:5]2=[O:24].[OH:25]OS([O-])=O.[K+]. Product: [Cl:1][C:2]1[CH:3]=[C:4]2[C:14](=[CH:15][CH:16]=1)[C:8]1([CH2:13][CH2:12][O:11][CH2:10][CH2:9]1)[C:7]([OH:17])=[C:6]([C:18](=[O:23])[CH2:19][CH2:20][C:21]([OH:25])=[O:22])[C:5]2=[O:24]. (4) Reactant: C[O:2][C:3]1[CH:4]=[C:5]([C:23]2[CH:28]=[CH:27][CH:26]=[C:25]([C:29]([F:32])([F:31])[F:30])[CH:24]=2)[CH:6]=[C:7]([CH3:22])[C:8]=1[C:9]([N:11]1[CH2:16][CH2:15][CH:14]([N:17]2[CH2:21][CH2:20][CH2:19][CH2:18]2)[CH2:13][CH2:12]1)=[O:10].B(Br)(Br)Br.C(=O)([O-])O.[Na+]. Product: [OH:2][C:3]1[CH:4]=[C:5]([C:23]2[CH:28]=[CH:27][CH:26]=[C:25]([C:29]([F:32])([F:31])[F:30])[CH:24]=2)[CH:6]=[C:7]([CH3:22])[C:8]=1[C:9]([N:11]1[CH2:12][CH2:13][CH:14]([N:17]2[CH2:18][CH2:19][CH2:20][CH2:21]2)[CH2:15][CH2:16]1)=[O:10]. The catalyst class is: 2. (5) Reactant: [CH3:1][N:2]1[C:10]2[C:5](=[CH:6][C:7]([CH2:11]O)=[CH:8][CH:9]=2)[CH:4]=[C:3]1[CH3:13].[Cl:14][C:15]1[C:20]2[CH:21]=[N:22][NH:23][C:19]=2[CH:18]=[CH:17][N:16]=1.C1(P(C2C=CC=CC=2)C2C=CC=CC=2)C=CC=CC=1. Product: [Cl:14][C:15]1[C:20]2=[CH:21][N:22]([CH2:11][C:7]3[CH:6]=[C:5]4[C:10](=[CH:9][CH:8]=3)[N:2]([CH3:1])[C:3]([CH3:13])=[CH:4]4)[N:23]=[C:19]2[CH:18]=[CH:17][N:16]=1.[Cl:14][C:15]1[C:20]2[CH:21]=[N:22][N:23]([CH2:11][C:7]3[CH:6]=[C:5]4[C:10](=[CH:9][CH:8]=3)[N:2]([CH3:1])[C:3]([CH3:13])=[CH:4]4)[C:19]=2[CH:18]=[CH:17][N:16]=1. The catalyst class is: 1.